From a dataset of Full USPTO retrosynthesis dataset with 1.9M reactions from patents (1976-2016). Predict the reactants needed to synthesize the given product. (1) Given the product [N:16]1[CH:17]=[CH:18][CH:19]=[CH:20][C:15]=1[C:7]1[CH:6]=[C:5]([CH:10]=[CH:9][CH:8]=1)[C:3]([O:2][CH3:1])=[O:4], predict the reactants needed to synthesize it. The reactants are: [CH3:1][O:2][C:3]([C:5]1[CH:6]=[C:7](B(O)O)[CH:8]=[CH:9][CH:10]=1)=[O:4].Br[C:15]1[CH:20]=[CH:19][CH:18]=[CH:17][N:16]=1.C([O-])([O-])=O.[K+].[K+]. (2) Given the product [Cl:1][C:2]1[C:7]2=[N:8][CH:9]=[C:10]([O:12][CH2:13][C:14]3[N:21]=[CH:20][CH:16]=[CH:17][N:18]=3)[N:11]=[C:6]2[CH:5]=[CH:4][N:3]=1, predict the reactants needed to synthesize it. The reactants are: [Cl:1][C:2]1[C:7]2=[N:8][CH:9]=[C:10]([O:12][CH2:13][C:14]3O[CH:16]=[CH:17][N:18]=3)[N:11]=[C:6]2[CH:5]=[CH:4][N:3]=1.Cl[C:20]1[N:21]=C2C=CN=C(Cl)C2=NC=1.N1C=CC=NC=1CO. (3) Given the product [CH:3](=[O:10])[C:4]1[CH:9]=[CH:8][CH:7]=[CH:6][CH:5]=1.[NH2:11][C@H:21]([C:20]([OH:25])=[O:24])[CH3:23], predict the reactants needed to synthesize it. The reactants are: C[C@@H]([NH2:11])[C@@H:3]([OH:10])[C:4]1[CH:9]=[CH:8][CH:7]=[CH:6][CH:5]=1.C(N)C1C=CC=CC=1.[C:20]([O-:25])(=[O:24])[C:21]([CH3:23])=O. (4) Given the product [C:13]([O:12][C:10](=[O:11])/[C:9](/[C:8](=[O:17])[C:3]1[CH:4]=[CH:5][CH:6]=[CH:7][C:2]=1[OH:1])=[CH:18]/[C:20]1[S:21][C:22]([C:25]([O:27][CH3:28])=[O:26])=[CH:23][N:24]=1)([CH3:14])([CH3:16])[CH3:15], predict the reactants needed to synthesize it. The reactants are: [OH:1][C:2]1[CH:7]=[CH:6][CH:5]=[CH:4][C:3]=1[C:8](=[O:17])[CH2:9][C:10]([O:12][C:13]([CH3:16])([CH3:15])[CH3:14])=[O:11].[CH:18]([C:20]1[S:21][C:22]([C:25]([O:27][CH3:28])=[O:26])=[CH:23][N:24]=1)=O.N1CCCCC1.C(O)(=O)C. (5) Given the product [CH3:9][C:3]1[C:2]([B:19]2[O:23][C:22]([CH3:25])([CH3:24])[C:21]([CH3:27])([CH3:26])[O:20]2)=[CH:7][CH:6]=[C:5]([CH3:8])[N:4]=1, predict the reactants needed to synthesize it. The reactants are: Br[C:2]1[C:3]([CH3:9])=[N:4][C:5]([CH3:8])=[CH:6][CH:7]=1.C([Li])CCC.C(O[B:19]1[O:23][C:22]([CH3:25])([CH3:24])[C:21]([CH3:27])([CH3:26])[O:20]1)(C)C. (6) The reactants are: [CH2:1]([O:8][C:9]([N:11]1[CH2:15][C:14](=[O:16])[N:13]=[C:12]1[NH2:17])=[O:10])[C:2]1[CH:7]=[CH:6][CH:5]=[CH:4][CH:3]=1.[CH3:18][C:19]([O:22][C:23](O[C:23]([O:22][C:19]([CH3:21])([CH3:20])[CH3:18])=[O:24])=[O:24])([CH3:21])[CH3:20]. Given the product [CH2:1]([O:8][C:9]([N:11]1[CH2:15][C:14](=[O:16])[N:13]=[C:12]1[NH:17][C:23]([O:22][C:19]([CH3:21])([CH3:20])[CH3:18])=[O:24])=[O:10])[C:2]1[CH:7]=[CH:6][CH:5]=[CH:4][CH:3]=1, predict the reactants needed to synthesize it.